From a dataset of Reaction yield outcomes from USPTO patents with 853,638 reactions. Predict the reaction yield, written as a fraction of the theoretical maximum amount of product (1.0 means a 100% yield; for example, 0.34 means a 34% yield). The reactants are [CH:1]1([NH2:4])[CH2:3][CH2:2]1.C(O)(=O)C.C(O[BH-](OC(=O)C)OC(=O)C)(=O)C.[Na+].[CH:23]([C:25]1[CH:30]=[CH:29][C:28](/[CH:31]=[CH:32]/[C:33]#[C:34][C:35]2[CH:40]=[CH:39][C:38]([C:41](=[O:53])[N:42]([CH:44]([C:49]([NH:51][CH3:52])=[O:50])[C:45]([O:47][CH3:48])=[O:46])[CH3:43])=[CH:37][CH:36]=2)=[CH:27][CH:26]=1)=O. The catalyst is C(Cl)(Cl)Cl.O. The product is [CH:1]1([NH:4][CH2:23][C:25]2[CH:30]=[CH:29][C:28](/[CH:31]=[CH:32]/[C:33]#[C:34][C:35]3[CH:40]=[CH:39][C:38]([C:41](=[O:53])[N:42]([CH:44]([C:49]([NH:51][CH3:52])=[O:50])[C:45]([O:47][CH3:48])=[O:46])[CH3:43])=[CH:37][CH:36]=3)=[CH:27][CH:26]=2)[CH2:3][CH2:2]1. The yield is 0.830.